This data is from Experimentally validated miRNA-target interactions with 360,000+ pairs, plus equal number of negative samples. The task is: Binary Classification. Given a miRNA mature sequence and a target amino acid sequence, predict their likelihood of interaction. The miRNA is hsa-miR-8058 with sequence CUGGACUUUGAUCUUGCCAUAA. The protein sequence of the target gene is MAEEFVTLKDVGMDFTLGDWEQLGLEQGDTFWDTALDNCQDLFLLDPPRPNLTSHPDGSEDLEPLAGGSPEATSPDVTETKNSPLMEDFFEEGFSQEIIEMLSKDGFWNSNFGEACIEDTWLDSLLGDPESLLRSDIATNGESPTECKSHELKRGLSPVSTVSTGEDSMVHNVSEKTLTPAKSKEYRGEFFSYSDHSQQDSVQEGEKPYQCSECGKSFSGSYRLTQHWITHTREKPTVHQECEQGFDRNASLSVYPKTHTGYKFYVCNEYGTTFSQSTYLWHQKTHTGEKPCKSQDSDHP.... Result: 0 (no interaction).